This data is from Catalyst prediction with 721,799 reactions and 888 catalyst types from USPTO. The task is: Predict which catalyst facilitates the given reaction. (1) Reactant: [CH3:1][O:2][C:3]1[CH:8]=[C:7]([CH2:9][C@H:10]([NH:12][C:13](=[O:18])[C:14]([F:17])([F:16])[F:15])[CH3:11])[C:6]([O:19][CH3:20])=[CH:5][C:4]=1[CH2:21][CH2:22][S:23]C(=O)C.[H-].[H-].[H-].[H-].[Li+].[Al+3].O. Product: [F:15][C:14]([F:16])([F:17])[C:13]([NH:12][C@H:10]([CH3:11])[CH2:9][C:7]1[CH:8]=[C:3]([O:2][CH3:1])[C:4]([CH2:21][CH2:22][SH:23])=[CH:5][C:6]=1[O:19][CH3:20])=[O:18]. The catalyst class is: 1. (2) Reactant: [CH:1]([C:3]1[O:7][C:6]([C:8]2[CH:13]=[CH:12][C:11]([S:14]([NH2:17])(=[O:16])=[O:15])=[CH:10][CH:9]=2)=[CH:5][CH:4]=1)=O.[Cl:18][C:19]1[CH:20]=[C:21]2[C:25](=[CH:26][CH:27]=1)[NH:24][C:23](=[O:28])[CH2:22]2.N1CCCCC1. Product: [Cl:18][C:19]1[CH:20]=[C:21]2[C:25](=[CH:26][CH:27]=1)[NH:24][C:23](=[O:28])[C:22]2=[CH:1][C:3]1[O:7][C:6]([C:8]2[CH:9]=[CH:10][C:11]([S:14]([NH2:17])(=[O:15])=[O:16])=[CH:12][CH:13]=2)=[CH:5][CH:4]=1. The catalyst class is: 14.